Predict the product of the given reaction. From a dataset of Forward reaction prediction with 1.9M reactions from USPTO patents (1976-2016). (1) Given the reactants [CH3:1][C:2]([CH3:7])([CH3:6])[C:3](=[O:5])[CH3:4].[N:8]1[CH:13]=[CH:12][C:11]([CH:14]=O)=[CH:10][CH:9]=1.C(O)C.[OH-].[Na+], predict the reaction product. The product is: [C:2]([C:3](=[O:5])[CH:4]=[CH:14][C:11]1[CH:12]=[CH:13][N:8]=[CH:9][CH:10]=1)([CH3:7])([CH3:6])[CH3:1]. (2) Given the reactants [F:1][C:2]1[C:10]([C:11]2[CH:16]=[CH:15][CH:14]=[CH:13][N:12]=2)=[CH:9][CH:8]=[C:7]([F:17])[C:3]=1[C:4]([OH:6])=[O:5].CN([C:21]1[CH:26]=[CH:25][CH:24]=[CH:23]N=1)C.[CH:27]1(N=C=NC2CCCCC2)CCCC[CH2:28]1.[CH2:42]1COCC1, predict the reaction product. The product is: [CH:23]12[CH2:24][CH:25]([CH:27]=[CH:28]1)[CH2:26][CH:21]2[CH2:42][O:5][C:4](=[O:6])[C:3]1[C:7]([F:17])=[CH:8][CH:9]=[C:10]([C:11]2[CH:16]=[CH:15][CH:14]=[CH:13][N:12]=2)[C:2]=1[F:1]. (3) Given the reactants [Cl:1][C:2]1[CH:7]=[CH:6][CH:5]=[C:4]([Cl:8])[C:3]=1[C:9]1[C:13]([CH2:14][S:15][C:16]2[CH:21]=[CH:20][C:19]([C:22]3[CH:23]=[C:24]4[C:29](=[CH:30][CH:31]=3)[N:28]=[C:27]([C:32]([O:34]CC)=[O:33])[CH:26]=[CH:25]4)=[CH:18][CH:17]=2)=[C:12]([CH:37]([CH3:39])[CH3:38])[O:11][N:10]=1.C(O)C.[OH-].[Na+], predict the reaction product. The product is: [Cl:8][C:4]1[CH:5]=[CH:6][CH:7]=[C:2]([Cl:1])[C:3]=1[C:9]1[C:13]([CH2:14][S:15][C:16]2[CH:17]=[CH:18][C:19]([C:22]3[CH:23]=[C:24]4[C:29](=[CH:30][CH:31]=3)[N:28]=[C:27]([C:32]([OH:34])=[O:33])[CH:26]=[CH:25]4)=[CH:20][CH:21]=2)=[C:12]([CH:37]([CH3:39])[CH3:38])[O:11][N:10]=1. (4) The product is: [F:18][C:15]([F:16])([F:17])[C:8]1[CH:9]=[C:10]([C:11]([F:14])([F:12])[F:13])[N:6]([CH2:5][C:4]2[CH:19]=[CH:20][C:21]([NH2:22])=[C:2]([CH3:1])[CH:3]=2)[N:7]=1. Given the reactants [CH3:1][C:2]1[CH:3]=[C:4]([CH:19]=[CH:20][C:21]=1[N+:22]([O-])=O)[CH2:5][N:6]1[C:10]([C:11]([F:14])([F:13])[F:12])=[CH:9][C:8]([C:15]([F:18])([F:17])[F:16])=[N:7]1, predict the reaction product.